Dataset: Reaction yield outcomes from USPTO patents with 853,638 reactions. Task: Predict the reaction yield, written as a fraction of the theoretical maximum amount of product (1.0 means a 100% yield; for example, 0.34 means a 34% yield). (1) The reactants are Br[C:2]1[C:7](=[O:8])[N:6]([CH2:9][C:10]2[CH:15]=[CH:14][C:13]([C:16]3[C:17]([C:22]#[N:23])=[CH:18][CH:19]=[CH:20][CH:21]=3)=[CH:12][CH:11]=2)[C:5]([CH2:24][CH2:25][CH2:26][CH3:27])=[N:4][C:3]=1[CH3:28].[CH3:29][N:30]1[CH:34]=[C:33](B2OC(C)(C)C(C)(C)O2)[CH:32]=[N:31]1.C(=O)([O-])[O-].[Cs+].[Cs+]. The catalyst is O1CCOCC1.C(OCC)(=O)C.C1C=CC(P(C2C=CC=CC=2)[C-]2C=CC=C2)=CC=1.C1C=CC(P(C2C=CC=CC=2)[C-]2C=CC=C2)=CC=1.Cl[Pd]Cl.[Fe+2]. The product is [CH2:24]([C:5]1[N:6]([CH2:9][C:10]2[CH:15]=[CH:14][C:13]([C:16]3[C:17]([C:22]#[N:23])=[CH:18][CH:19]=[CH:20][CH:21]=3)=[CH:12][CH:11]=2)[C:7](=[O:8])[C:2]([C:33]2[CH:32]=[N:31][N:30]([CH3:29])[CH:34]=2)=[C:3]([CH3:28])[N:4]=1)[CH2:25][CH2:26][CH3:27]. The yield is 0.430. (2) The reactants are [H-].[Na+].[O:3]1[CH2:6][CH:5]([OH:7])[CH2:4]1.Cl[C:9]1[CH:14]=[CH:13][N:12]=[CH:11][C:10]=1[N+:15]([O-:17])=[O:16]. The catalyst is C1COCC1. The product is [N+:15]([C:10]1[CH:11]=[N:12][CH:13]=[CH:14][C:9]=1[O:7][CH:5]1[CH2:6][O:3][CH2:4]1)([O-:17])=[O:16]. The yield is 0.810.